From a dataset of Catalyst prediction with 721,799 reactions and 888 catalyst types from USPTO. Predict which catalyst facilitates the given reaction. Reactant: [CH2:1]([N:8]1[C:12]([C:13]2[CH:18]=[CH:17][CH:16]=[CH:15][CH:14]=2)=[CH:11][C:10]([CH2:19]Br)=[N:9]1)[C:2]1[CH:7]=[CH:6][CH:5]=[CH:4][CH:3]=1.[C-:21]#[N:22].[Na+].[OH-].[NH4+]. Product: [CH2:1]([N:8]1[C:12]([C:13]2[CH:18]=[CH:17][CH:16]=[CH:15][CH:14]=2)=[CH:11][C:10]([CH2:19][C:21]#[N:22])=[N:9]1)[C:2]1[CH:7]=[CH:6][CH:5]=[CH:4][CH:3]=1. The catalyst class is: 18.